From a dataset of Full USPTO retrosynthesis dataset with 1.9M reactions from patents (1976-2016). Predict the reactants needed to synthesize the given product. (1) Given the product [CH2:1]([O:3][C:4]([C:6]12[CH2:8][CH:7]1[CH:9]=[CH:10][CH2:38][O:37][CH2:36][CH2:35][CH2:34][CH:33]([NH:41][C:42]([O:44][C:45]([CH3:47])([CH3:46])[CH3:48])=[O:43])[C:32](=[O:49])[N:15]1[CH:14]([CH2:18][CH:17]([O:19][C:20]3[C:29]4[C:24](=[CH:25][C:26]([O:30][CH3:31])=[CH:27][CH:28]=4)[CH:23]=[CH:22][N:21]=3)[CH2:16]1)[C:12](=[O:13])[NH:11]2)=[O:5])[CH3:2], predict the reactants needed to synthesize it. The reactants are: [CH2:1]([O:3][C:4]([C:6]1([NH:11][C:12]([CH:14]2[CH2:18][CH:17]([O:19][C:20]3[C:29]4[C:24](=[CH:25][C:26]([O:30][CH3:31])=[CH:27][CH:28]=4)[CH:23]=[CH:22][N:21]=3)[CH2:16][N:15]2[C:32](=[O:49])[CH:33]([NH:41][C:42]([O:44][C:45]([CH3:48])([CH3:47])[CH3:46])=[O:43])[CH2:34][CH2:35][CH2:36][O:37][CH2:38]C=C)=[O:13])[CH2:8][CH:7]1[CH:9]=[CH2:10])=[O:5])[CH3:2]. (2) Given the product [CH3:55][O:56][CH2:57][CH2:58][N:59]1[CH2:64][CH2:63][N:62]([C:29]2[O:30][C:31]([C:34]3[CH:39]=[CH:38][CH:37]=[C:36]([NH:40][C:41]4[N:46]=[C:45]([CH3:47])[CH:44]=[CH:43][N:42]=4)[CH:35]=3)=[CH:32][N:33]=2)[CH2:61][C:60]1=[O:65], predict the reactants needed to synthesize it. The reactants are: CC1C=CN=C(NC2N=C(C3OC(NCC4C=CN=CC=4)=NC=3)C=CC=2)C=1.Cl[C:29]1[O:30][C:31]([C:34]2[CH:35]=[C:36]([NH:40][C:41]3[N:46]=[C:45]([CH3:47])[CH:44]=[CH:43][N:42]=3)[CH:37]=[CH:38][CH:39]=2)=[CH:32][N:33]=1.FC(F)(F)C(O)=O.[CH3:55][O:56][CH2:57][CH2:58][N:59]1[CH2:64][CH2:63][NH:62][CH2:61][C:60]1=[O:65]. (3) Given the product [CH:24]1([C:30]([N:21]2[CH2:22][CH2:23][CH:18]([NH:17][C:9]3[N:8]=[C:7]([C:1]4[CH:6]=[CH:5][CH:4]=[CH:3][CH:2]=4)[C:16]4[C:11](=[CH:12][CH:13]=[CH:14][CH:15]=4)[N:10]=3)[CH2:19][CH2:20]2)=[O:31])[CH2:29][CH2:28][CH2:27][CH2:26][CH2:25]1, predict the reactants needed to synthesize it. The reactants are: [C:1]1([C:7]2[C:16]3[C:11](=[CH:12][CH:13]=[CH:14][CH:15]=3)[N:10]=[C:9]([NH:17][CH:18]3[CH2:23][CH2:22][NH:21][CH2:20][CH2:19]3)[N:8]=2)[CH:6]=[CH:5][CH:4]=[CH:3][CH:2]=1.[CH:24]1([C:30](O)=[O:31])[CH2:29][CH2:28][CH2:27][CH2:26][CH2:25]1.C(N(CC)CC)C.F[P-](F)(F)(F)(F)F.N1(OOC(N(C)C)=[N+](C)C)C2N=CC=CC=2N=N1.[Cl-].[Li+]. (4) Given the product [C:1]([O:5][C:6](=[O:7])[NH:8][C@@H:9]1[CH2:11][C@H:10]1[C:12]1[S:16][CH:15]=[C:14]([C:17](=[O:19])[NH:28][CH:25]2[CH2:26][CH2:27][C:22]([F:29])([F:21])[CH2:23][CH2:24]2)[CH:13]=1)([CH3:2])([CH3:3])[CH3:4], predict the reactants needed to synthesize it. The reactants are: [C:1]([O:5][C:6]([NH:8][C@@H:9]1[CH2:11][C@H:10]1[C:12]1[S:16][CH:15]=[C:14]([C:17]([OH:19])=O)[CH:13]=1)=[O:7])([CH3:4])([CH3:3])[CH3:2].Cl.[F:21][C:22]1([F:29])[CH2:27][CH2:26][CH:25]([NH2:28])[CH2:24][CH2:23]1.C(N(CC)CC)C.CN(C(ON1N=NC2C=CC=NC1=2)=[N+](C)C)C.F[P-](F)(F)(F)(F)F.